Dataset: Full USPTO retrosynthesis dataset with 1.9M reactions from patents (1976-2016). Task: Predict the reactants needed to synthesize the given product. (1) Given the product [ClH:33].[Cl:33][C:18]1[CH:17]=[C:16]([NH:15][C:13]2[C:14]3[N:6]([CH2:5][CH2:4][NH:3][C:35](=[O:34])[C:36]([CH3:41])([CH3:40])[CH2:37][OH:38])[CH:7]=[CH:8][C:9]=3[N:10]=[CH:11][N:12]=2)[CH:21]=[CH:20][C:19]=1[O:22][C:23]1[CH:28]=[CH:27][CH:26]=[C:25]([C:29]([F:32])([F:31])[F:30])[CH:24]=1, predict the reactants needed to synthesize it. The reactants are: Cl.Cl.[NH2:3][CH2:4][CH2:5][N:6]1[C:14]2[C:13]([NH:15][C:16]3[CH:21]=[CH:20][C:19]([O:22][C:23]4[CH:28]=[CH:27][CH:26]=[C:25]([C:29]([F:32])([F:31])[F:30])[CH:24]=4)=[C:18]([Cl:33])[CH:17]=3)=[N:12][CH:11]=[N:10][C:9]=2[CH:8]=[CH:7]1.[OH:34][CH2:35][C:36]([CH3:41])([CH3:40])[C:37](O)=[O:38].Cl.C(N=C=NCCCN(C)C)C.O.ON1C2C=CC=CC=2N=N1. (2) Given the product [ClH:20].[ClH:20].[N:1]1[CH:6]=[CH:5][CH:4]=[CH:3][C:2]=1[N:7]1[CH2:11][CH2:10][CH:9]([NH2:12])[CH2:8]1, predict the reactants needed to synthesize it. The reactants are: [N:1]1[CH:6]=[CH:5][CH:4]=[CH:3][C:2]=1[N:7]1[CH2:11][CH2:10][CH:9]([NH:12]C(=O)OC(C)(C)C)[CH2:8]1.[ClH:20]. (3) Given the product [CH3:21][C:20]1[NH:10][C:8](=[O:9])[C:7]([C:5]#[N:6])=[C:18]([CH2:17][N:11]2[CH2:16][CH2:15][O:14][CH2:13][CH2:12]2)[CH:19]=1, predict the reactants needed to synthesize it. The reactants are: [O-]CC.[Na+].[C:5]([CH2:7][C:8]([NH2:10])=[O:9])#[N:6].[N:11]1([CH2:17][C:18]#[C:19][C:20](=O)[CH3:21])[CH2:16][CH2:15][O:14][CH2:13][CH2:12]1.Cl. (4) Given the product [C:21]([N:13]1[CH2:14][CH2:15][C:7]2[C:6]3[CH:5]=[CH:4][CH:3]=[C:2]([CH3:1])[C:10]=3[NH:9][C:8]=2[C:11]([C:16]([O:18][CH2:19][CH3:20])=[O:17])=[CH:12]1)(=[O:23])[CH3:22], predict the reactants needed to synthesize it. The reactants are: [CH3:1][C:2]1[C:10]2[NH:9][C:8]3[C:11]([C:16]([O:18][CH2:19][CH3:20])=[O:17])=[CH:12][NH:13][CH2:14][CH2:15][C:7]=3[C:6]=2[CH:5]=[CH:4][CH:3]=1.[C:21](Cl)(=[O:23])[CH3:22]. (5) Given the product [NH2:7][C@@H:8]([C:11]1[C:12]([F:30])=[C:13]([C:14]([Cl:17])=[CH:15][CH:16]=1)[C:18]([C:19]1[CH:24]=[CH:23][C:22]([O:25][CH3:26])=[C:21]([CH:20]=1)[C:27]#[N:28])=[O:29])[CH2:9][CH3:10], predict the reactants needed to synthesize it. The reactants are: C(OC(=O)[NH:7][C@@H:8]([C:11]1[CH:16]=[CH:15][C:14]([Cl:17])=[C:13]([C:18](=[O:29])[C:19]2[CH:24]=[CH:23][C:22]([O:25][CH3:26])=[C:21]([C:27]#[N:28])[CH:20]=2)[C:12]=1[F:30])[CH2:9][CH3:10])(C)(C)C.Cl.O1CCOCC1. (6) Given the product [O:46]1[CH2:51][CH2:50][CH:49]([CH2:52][NH:53][C:14]([C:11]2[CH:10]=[C:9]([CH2:8][O:7][CH2:6][C:3]3[CH:4]=[CH:5][S:1][CH:2]=3)[O:13][N:12]=2)=[O:16])[CH2:48][CH2:47]1, predict the reactants needed to synthesize it. The reactants are: [S:1]1[CH:5]=[CH:4][C:3]([CH2:6][O:7][CH2:8][C:9]2[O:13][N:12]=[C:11]([C:14]([OH:16])=O)[CH:10]=2)=[CH:2]1.C(N(CC)CC)C.Cl.C(N=C=NCCCN(C)C)C.ON1C2C=CC=CC=2N=N1.[O:46]1[CH2:51][CH2:50][CH:49]([CH2:52][NH2:53])[CH2:48][CH2:47]1. (7) Given the product [C:22]([C:9]1[CH:10]=[N:11][C:12]2[C:17]([C:8]=1[C:4]1[CH:3]=[C:2]([NH:1][C:31]([NH:30][C:33]3[CH:34]=[C:35]([CH:41]=[CH:42][CH:43]=3)[C:36]([O:38][CH2:39][CH3:40])=[O:37])=[O:32])[CH:7]=[CH:6][CH:5]=1)=[CH:16][CH:15]=[CH:14][C:13]=2[C:18]([F:21])([F:19])[F:20])(=[O:23])[C:24]1[CH:25]=[CH:26][CH:27]=[CH:28][CH:29]=1, predict the reactants needed to synthesize it. The reactants are: [NH2:1][C:2]1[CH:3]=[C:4]([C:8]2[C:17]3[C:12](=[C:13]([C:18]([F:21])([F:20])[F:19])[CH:14]=[CH:15][CH:16]=3)[N:11]=[CH:10][C:9]=2[C:22]([C:24]2[CH:29]=[CH:28][CH:27]=[CH:26][CH:25]=2)=[O:23])[CH:5]=[CH:6][CH:7]=1.[N:30]([C:33]1[CH:34]=[C:35]([CH:41]=[CH:42][CH:43]=1)[C:36]([O:38][CH2:39][CH3:40])=[O:37])=[C:31]=[O:32]. (8) Given the product [NH2:1][C:4]1[C:12]2[N:11]=[CH:10][N:9]([CH2:13][C:14]([NH:16][C:17]3[CH:22]=[CH:21][CH:20]=[C:19]([C:23]([F:25])([F:26])[F:24])[CH:18]=3)=[O:15])[C:8]=2[CH:7]=[CH:6][CH:5]=1, predict the reactants needed to synthesize it. The reactants are: [N+:1]([C:4]1[C:12]2[N:11]=[CH:10][N:9]([CH2:13][C:14]([NH:16][C:17]3[CH:22]=[CH:21][CH:20]=[C:19]([C:23]([F:26])([F:25])[F:24])[CH:18]=3)=[O:15])[C:8]=2[CH:7]=[CH:6][CH:5]=1)([O-])=O.[Sn](Cl)Cl.C([O-])(O)=O.[Na+]. (9) Given the product [NH2:1][C:2]1[CH:10]=[CH:9][C:8]([Br:11])=[CH:7][C:3]=1[CH2:4][OH:5], predict the reactants needed to synthesize it. The reactants are: [NH2:1][C:2]1[CH:10]=[CH:9][C:8]([Br:11])=[CH:7][C:3]=1[C:4](O)=[O:5].C(O)C.O. (10) Given the product [N:15]1([CH2:20][CH2:14][C:13]2[NH:3][C:4](=[O:12])[C:5]3[C:6]([CH:11]=2)=[CH:7][CH:8]=[CH:9][CH:10]=3)[CH2:19][CH2:18][CH2:17][CH2:16]1, predict the reactants needed to synthesize it. The reactants are: C([N:3]([CH2:13][CH3:14])[C:4](=[O:12])[C:5]1[CH:10]=[CH:9][CH:8]=[CH:7][C:6]=1[CH3:11])C.[N:15]1([CH2:20]CC#N)[CH2:19][CH2:18][CH2:17][CH2:16]1.